Dataset: Forward reaction prediction with 1.9M reactions from USPTO patents (1976-2016). Task: Predict the product of the given reaction. (1) Given the reactants C([Si]([O:8][C:9]1[C:10]([O:32][CH3:33])=[CH:11][C:12]2[CH:13]3[CH:21]([CH2:22][CH2:23][C:24]=2[CH:25]=1)[CH:20]1[C:16]([CH3:31])([CH:17]([O:26][CH2:27][CH2:28][O:29][CH3:30])[CH2:18][CH2:19]1)[CH2:15][CH2:14]3)(C)C)(C)(C)C.CCCC[N+](CCCC)(CCCC)CCCC.[F-], predict the reaction product. The product is: [CH3:33][O:32][C:10]1[C:9]([OH:8])=[CH:25][C:24]2[CH2:23][CH2:22][CH:21]3[CH:13]([CH2:14][CH2:15][C:16]4([CH3:31])[CH:20]3[CH2:19][CH2:18][CH:17]4[O:26][CH2:27][CH2:28][O:29][CH3:30])[C:12]=2[CH:11]=1. (2) Given the reactants [CH2:1]([O:3][C:4]([CH2:6][N:7]1[CH:11]=[CH:10][N:9]=[C:8]1/[CH:12]=[C:13]1\[CH2:14][N:15]([C:20]([C:33]2[CH:38]=[CH:37][CH:36]=[CH:35][CH:34]=2)([C:27]2[CH:32]=[CH:31][CH:30]=[CH:29][CH:28]=2)[C:21]2[CH:26]=[CH:25][CH:24]=[CH:23][CH:22]=2)[CH2:16][CH2:17][CH:18]\1O)=[O:5])[CH3:2].C(OC(OCC(C)(C)C)N(C)C)C(C)(C)C.[C:55]([OH:58])(=[S:57])[CH3:56], predict the reaction product. The product is: [C:55]([S:57][CH:12]([C:8]1[N:7]([CH2:6][C:4]([O:3][CH2:1][CH3:2])=[O:5])[CH:11]=[CH:10][N:9]=1)[C:13]1[CH2:14][N:15]([C:20]([C:33]2[CH:34]=[CH:35][CH:36]=[CH:37][CH:38]=2)([C:21]2[CH:26]=[CH:25][CH:24]=[CH:23][CH:22]=2)[C:27]2[CH:28]=[CH:29][CH:30]=[CH:31][CH:32]=2)[CH2:16][CH2:17][CH:18]=1)(=[O:58])[CH3:56]. (3) Given the reactants [CH2:1]([C:3]1[NH:8][C:7](=O)[CH:6]=[C:5]([C:10]2[CH:15]=[CH:14][CH:13]=[CH:12][C:11]=2[O:16][CH3:17])[N:4]=1)[CH3:2].P(Cl)(Cl)([Cl:20])=O, predict the reaction product. The product is: [Cl:20][C:7]1[CH:6]=[C:5]([C:10]2[CH:15]=[CH:14][CH:13]=[CH:12][C:11]=2[O:16][CH3:17])[N:4]=[C:3]([CH2:1][CH3:2])[N:8]=1. (4) The product is: [CH2:11]([O:10][C:5]1[C:6]([C:8]#[N:9])=[N:7][C:2]([Br:1])=[CH:3][CH:4]=1)[C:12]1[CH:17]=[CH:16][CH:15]=[CH:14][CH:13]=1. Given the reactants [Br:1][C:2]1[N:7]=[C:6]([C:8]#[N:9])[C:5]([OH:10])=[CH:4][CH:3]=1.[CH2:11](Br)[C:12]1[CH:17]=[CH:16][CH:15]=[CH:14][CH:13]=1.C(=O)([O-])[O-].[K+].[K+].O, predict the reaction product.